This data is from Reaction yield outcomes from USPTO patents with 853,638 reactions. The task is: Predict the reaction yield, written as a fraction of the theoretical maximum amount of product (1.0 means a 100% yield; for example, 0.34 means a 34% yield). The catalyst is Cl.O1CCOCC1. The product is [F:1][C:2]1[CH:3]=[CH:4][C:5]([N:8]2[C:16]3[CH:15]([CH3:17])[CH2:14][NH:13][CH:12]([CH3:30])[C:11]=3[N:10]=[N:9]2)=[CH:6][CH:7]=1. The reactants are [F:1][C:2]1[CH:7]=[CH:6][C:5]([N:8]2[C:16]3[CH:15]([CH3:17])[CH2:14][N:13](CC(C4C=CC(OC)=CC=4)(O)C)[CH:12]([CH3:30])[C:11]=3[N:10]=[N:9]2)=[CH:4][CH:3]=1. The yield is 0.920.